Dataset: Reaction yield outcomes from USPTO patents with 853,638 reactions. Task: Predict the reaction yield, written as a fraction of the theoretical maximum amount of product (1.0 means a 100% yield; for example, 0.34 means a 34% yield). The reactants are [NH2:1][C:2]1[CH:6]=[C:5]([CH3:7])[O:4][N:3]=1.N1C=CC=CC=1.Cl[C:15](OC1C=CC=CC=1)=[O:16].[Cl:24][C:25]1[CH:31]=[C:30]([O:32][C:33]2[C:34]3[N:41]([CH2:42][CH2:43][O:44][CH2:45][CH2:46][O:47][CH3:48])[CH:40]=[CH:39][C:35]=3[N:36]=[CH:37][N:38]=2)[CH:29]=[CH:28][C:26]=1[NH2:27]. The catalyst is CN(C)C(=O)C.[OH-].[Na+]. The product is [Cl:24][C:25]1[CH:31]=[C:30]([O:32][C:33]2[C:34]3[N:41]([CH2:42][CH2:43][O:44][CH2:45][CH2:46][O:47][CH3:48])[CH:40]=[CH:39][C:35]=3[N:36]=[CH:37][N:38]=2)[CH:29]=[CH:28][C:26]=1[NH:27][C:15]([NH:1][C:2]1[CH:6]=[C:5]([CH3:7])[O:4][N:3]=1)=[O:16]. The yield is 0.490.